Dataset: Catalyst prediction with 721,799 reactions and 888 catalyst types from USPTO. Task: Predict which catalyst facilitates the given reaction. (1) Reactant: [CH3:1][C:2]1[C:7]([C:8](Cl)=[O:9])=[CH:6][N:5]=[C:4]([C:11]2[CH:16]=[CH:15][CH:14]=[CH:13][N:12]=2)[N:3]=1.[F:17][C:18]1[CH:19]=[C:20]2[C:24](=[CH:25][CH:26]=1)[N:23]([NH2:27])[CH:22]=[CH:21]2.C([O-])([O-])=O.[K+].[K+]. Product: [F:17][C:18]1[CH:19]=[C:20]2[C:24](=[CH:25][CH:26]=1)[N:23]([NH:27][C:8]([C:7]1[C:2]([CH3:1])=[N:3][C:4]([C:11]3[CH:16]=[CH:15][CH:14]=[CH:13][N:12]=3)=[N:5][CH:6]=1)=[O:9])[CH:22]=[CH:21]2. The catalyst class is: 161. (2) Reactant: C(N(CC)CC)C.[F:8][C:9]1[CH:17]=[CH:16][CH:15]=[C:14]2[C:10]=1[C:11]([CH:25]=[O:26])=[CH:12][N:13]2C(OC(C)(C)C)=O.[CH:27](=[N:34][C:35]1[CH:40]=[CH:39][CH:38]=[C:37]([O:41][CH3:42])[CH:36]=1)[C:28]1[CH:33]=[CH:32][CH:31]=[CH:30][CH:29]=1. Product: [F:8][C:9]1[CH:17]=[CH:16][CH:15]=[C:14]2[C:10]=1[C:11]([C:25](=[O:26])[CH:27]([NH:34][C:35]1[CH:40]=[CH:39][CH:38]=[C:37]([O:41][CH3:42])[CH:36]=1)[C:28]1[CH:29]=[CH:30][CH:31]=[CH:32][CH:33]=1)=[CH:12][NH:13]2. The catalyst class is: 433. (3) Reactant: [Br:1][C:2]1[N:7]=[CH:6][C:5](/[CH:8]=[N:9]/[S:10]([C:12]([CH3:15])([CH3:14])[CH3:13])=[O:11])=[CH:4][CH:3]=1.C[Si](C)(C)[C:18]([F:21])([F:20])[F:19]. Product: [Br:1][C:2]1[N:7]=[CH:6][C:5]([CH:8]([NH:9][S:10]([C:12]([CH3:15])([CH3:14])[CH3:13])=[O:11])[C:18]([F:21])([F:20])[F:19])=[CH:4][CH:3]=1. The catalyst class is: 683. (4) Reactant: [N+](C1C=CC=CC=1S(O[C:14]1[CH2:18][CH:17]([C:19](=[O:36])[NH:20][C:21]2[CH:26]=[CH:25][C:24]([Cl:27])=[CH:23][C:22]=2[C:28](=[O:35])[NH:29][CH:30]([CH:32]2[CH2:34][CH2:33]2)[CH3:31])[N:16]([C:37]2[C:42]([Cl:43])=[CH:41][CH:40]=[CH:39][N:38]=2)[N:15]=1)(=O)=O)([O-])=O.[Br-:44].[Na+].S(=O)(=O)(O)O.[OH-].[Na+]. Product: [Cl:27][C:24]1[CH:25]=[CH:26][C:21]([NH:20][C:19]([CH:17]2[N:16]([C:37]3[C:42]([Cl:43])=[CH:41][CH:40]=[CH:39][N:38]=3)[N:15]=[C:14]([Br:44])[CH2:18]2)=[O:36])=[C:22]([C:28](=[O:35])[NH:29][CH:30]([CH:32]2[CH2:34][CH2:33]2)[CH3:31])[CH:23]=1. The catalyst class is: 15. (5) Reactant: Cl[CH2:2][CH2:3][CH2:4][O:5][CH:6]([C:17]([O:19][CH2:20][C:21]1[CH:26]=[CH:25][CH:24]=[CH:23][CH:22]=1)=[O:18])[C:7]([O:9][CH2:10][C:11]1[CH:16]=[CH:15][CH:14]=[CH:13][CH:12]=1)=[O:8].C(=O)([O-])[O-].[Cs+].[Cs+].CCOCC. Product: [CH2:10]([O:9][C:7]([C:6]1([C:17]([O:19][CH2:20][C:21]2[CH:26]=[CH:25][CH:24]=[CH:23][CH:22]=2)=[O:18])[CH2:2][CH2:3][CH2:4][O:5]1)=[O:8])[C:11]1[CH:16]=[CH:15][CH:14]=[CH:13][CH:12]=1. The catalyst class is: 639. (6) Reactant: [CH2:1]([O:8][C:9]([NH:11][CH:12]([N:16]1C2C=CC=CC=2N=N1)[C:13](O)=[O:14])=[O:10])[C:2]1[CH:7]=[CH:6][CH:5]=[CH:4][CH:3]=1.C(Cl)(=O)C(Cl)=O.[C:31]([C:34]1[CH:40]=[CH:39][CH:38]=[C:37]([CH3:41])[C:35]=1[NH2:36])(=O)[CH3:32].CN1CCOCC1.N. Product: [CH2:1]([O:8][C:9]([NH:11][CH:12]1[N:16]=[C:31]([CH3:32])[C:34]2[CH:40]=[CH:39][CH:38]=[C:37]([CH3:41])[C:35]=2[NH:36][C:13]1=[O:14])=[O:10])[C:2]1[CH:3]=[CH:4][CH:5]=[CH:6][CH:7]=1. The catalyst class is: 213. (7) Reactant: [S:1]1[CH:5]=[CH:4][CH:3]=[C:2]1[CH2:6][NH:7][C:8]([C:10]12[CH2:19][CH:14]3[CH2:15][CH:16]([CH2:18][CH:12]([CH2:13]3)[CH2:11]1)[CH2:17]2)=[O:9].[H-].[Na+].Br[CH2:23][CH3:24]. Product: [CH2:23]([N:7]([CH2:6][C:2]1[S:1][CH:5]=[CH:4][CH:3]=1)[C:8]([C:10]12[CH2:19][CH:14]3[CH2:15][CH:16]([CH2:18][CH:12]([CH2:13]3)[CH2:11]1)[CH2:17]2)=[O:9])[CH3:24]. The catalyst class is: 3.